Dataset: Full USPTO retrosynthesis dataset with 1.9M reactions from patents (1976-2016). Task: Predict the reactants needed to synthesize the given product. (1) Given the product [OH:1][C:2]1[CH:10]=[C:9]([O:11][C:12]2[CH:17]=[CH:16][C:15]([NH2:18])=[CH:14][CH:13]=2)[CH:8]=[CH:7][C:3]=1[C:4]([OH:6])=[O:5], predict the reactants needed to synthesize it. The reactants are: [OH:1][C:2]1[CH:10]=[C:9]([O:11][C:12]2[CH:17]=[CH:16][C:15]([N+:18]([O-])=O)=[CH:14][CH:13]=2)[CH:8]=[CH:7][C:3]=1[C:4]([OH:6])=[O:5]. (2) Given the product [F:36][C:37]([C:41]1[N:17]([CH2:18][CH:19]2[CH2:24][CH2:23][O:22][CH2:21][CH2:20]2)[C:16]2[CH:15]=[CH:14][C:13]([N:25]([CH3:35])[S:26]([C:29]3[CH:34]=[CH:33][CH:32]=[CH:31][CH:30]=3)(=[O:28])=[O:27])=[CH:12][C:11]=2[N:10]=1)([F:42])[CH3:38], predict the reactants needed to synthesize it. The reactants are: C(N(C(C)C)CC)(C)C.[NH2:10][C:11]1[CH:12]=[C:13]([N:25]([CH3:35])[S:26]([C:29]2[CH:34]=[CH:33][CH:32]=[CH:31][CH:30]=2)(=[O:28])=[O:27])[CH:14]=[CH:15][C:16]=1[NH:17][CH2:18][CH:19]1[CH2:24][CH2:23][O:22][CH2:21][CH2:20]1.[F:36][C:37]([F:42])([CH3:41])[C:38](O)=O.CN(C(ON1N=NC2C=CC=NC1=2)=[N+](C)C)C.F[P-](F)(F)(F)(F)F. (3) Given the product [CH3:1][C@H:2]1[CH2:30][O:29][C@@:5]2([O:9][C@H:8]3[CH2:10][C@H:11]4[C@@H:16]5[CH2:17][CH2:18][C@@H:19]6[CH2:20][C:21](=[O:22])[CH2:23][CH2:24][C@:25]6([CH3:26])[C@H:15]5[CH2:14][CH2:13][C@:12]4([CH3:27])[C@H:7]3[C@@H:6]2[CH3:28])[CH2:4][CH2:3]1, predict the reactants needed to synthesize it. The reactants are: [CH3:1][C@H:2]1[CH2:30][O:29][C@@:5]2([O:9][C@H:8]3[CH2:10][C@H:11]4[C@@H:16]5[CH2:17][CH2:18][C:19]6[C@@:25]([CH3:26])([C@H:15]5[CH2:14][CH2:13][C@:12]4([CH3:27])[C@H:7]3[C@@H:6]2[CH3:28])[CH2:24][CH2:23][C:21](=[O:22])[CH:20]=6)[CH2:4][CH2:3]1.[H][H].